Task: Predict the reaction yield, written as a fraction of the theoretical maximum amount of product (1.0 means a 100% yield; for example, 0.34 means a 34% yield).. Dataset: Reaction yield outcomes from USPTO patents with 853,638 reactions (1) The reactants are [CH2:1]([O:8][CH2:9][CH2:10][NH:11][C:12](=[O:18])[C:13]([CH3:17])([CH3:16])[CH2:14][OH:15])[C:2]1[CH:7]=[CH:6][CH:5]=[CH:4][CH:3]=1.[NH2:19][C:20]1[CH:27]=[CH:26][CH:25]=[C:24](F)[C:21]=1[C:22]#[N:23]. No catalyst specified. The product is [NH2:19][C:20]1[C:21]([C:22]#[N:23])=[C:24]([CH:25]=[CH:26][CH:27]=1)[O:15][CH2:14][C:13]([CH3:16])([CH3:17])[C:12]([NH:11][CH2:10][CH2:9][O:8][CH2:1][C:2]1[CH:7]=[CH:6][CH:5]=[CH:4][CH:3]=1)=[O:18]. The yield is 0.820. (2) The product is [Cl:1][C:2]1[CH:22]=[CH:21][C:20]([CH:23]2[CH:28]([OH:29])[CH:27]([OH:37])[CH:26]([OH:45])[CH:25]([CH2:53][OH:54])[O:24]2)=[CH:19][C:3]=1[CH2:4][C:5]1[N:6]=[N:7][C:8]([C:11]#[C:12][C:13]2[CH:18]=[CH:17][CH:16]=[CH:15][CH:14]=2)=[CH:9][CH:10]=1. The reactants are [Cl:1][C:2]1[CH:22]=[CH:21][C:20]([C@H:23]2[C@H:28]([O:29]CC3C=CC=CC=3)[C@@H:27]([O:37]CC3C=CC=CC=3)[C@H:26]([O:45]CC3C=CC=CC=3)[C@@H:25]([CH2:53][O:54]CC3C=CC=CC=3)[O:24]2)=[CH:19][C:3]=1[CH2:4][C:5]1[N:6]=[N:7][C:8]([C:11]#[C:12][C:13]2[CH:18]=[CH:17][CH:16]=[CH:15][CH:14]=2)=[CH:9][CH:10]=1.FC(F)(F)S(O[Si](C)(C)C)(=O)=O.C[O-].[Na+].[H][H]. The yield is 0.250. The catalyst is C(OC(=O)C)(=O)C.CO.